Dataset: NCI-60 drug combinations with 297,098 pairs across 59 cell lines. Task: Regression. Given two drug SMILES strings and cell line genomic features, predict the synergy score measuring deviation from expected non-interaction effect. (1) Drug 1: C1CCN(CC1)CCOC2=CC=C(C=C2)C(=O)C3=C(SC4=C3C=CC(=C4)O)C5=CC=C(C=C5)O. Drug 2: C(CC(=O)O)C(=O)CN.Cl. Cell line: SK-MEL-28. Synergy scores: CSS=-8.29, Synergy_ZIP=4.04, Synergy_Bliss=4.92, Synergy_Loewe=-5.75, Synergy_HSA=-4.75. (2) Synergy scores: CSS=-0.293, Synergy_ZIP=-1.03, Synergy_Bliss=-2.52, Synergy_Loewe=-3.64, Synergy_HSA=-3.85. Drug 1: C1=CC=C(C=C1)NC(=O)CCCCCCC(=O)NO. Cell line: EKVX. Drug 2: CC(C)CN1C=NC2=C1C3=CC=CC=C3N=C2N.